From a dataset of NCI-60 drug combinations with 297,098 pairs across 59 cell lines. Regression. Given two drug SMILES strings and cell line genomic features, predict the synergy score measuring deviation from expected non-interaction effect. Drug 1: CNC(=O)C1=NC=CC(=C1)OC2=CC=C(C=C2)NC(=O)NC3=CC(=C(C=C3)Cl)C(F)(F)F. Drug 2: CC1C(C(CC(O1)OC2CC(CC3=C2C(=C4C(=C3O)C(=O)C5=C(C4=O)C(=CC=C5)OC)O)(C(=O)CO)O)N)O.Cl. Cell line: NCI-H322M. Synergy scores: CSS=18.7, Synergy_ZIP=-0.0282, Synergy_Bliss=-0.227, Synergy_Loewe=-8.35, Synergy_HSA=-1.68.